From a dataset of Catalyst prediction with 721,799 reactions and 888 catalyst types from USPTO. Predict which catalyst facilitates the given reaction. Reactant: [H-].[H-].[H-].[H-].[Li+].[Al+3].[CH2:7]([O:14][C@@:15]1([C:42]([F:45])([F:44])[F:43])[CH2:39][C@H:19]2[CH2:20][CH2:21][CH2:22][C:23]3[C:24](=[CH:25][C:26]4[CH:27]=[N:28][N:29]([C:32]5[CH:37]=[CH:36][C:35]([F:38])=[CH:34][CH:33]=5)[C:30]=4[CH:31]=3)[C@:18]2([C:40]#[N:41])[CH2:17][CH2:16]1)[C:8]1[CH:13]=[CH:12][CH:11]=[CH:10][CH:9]=1. Product: [CH2:7]([O:14][C@@:15]1([C:42]([F:44])([F:45])[F:43])[CH2:39][C@H:19]2[CH2:20][CH2:21][CH2:22][C:23]3[C:24](=[CH:25][C:26]4[CH:27]=[N:28][N:29]([C:32]5[CH:33]=[CH:34][C:35]([F:38])=[CH:36][CH:37]=5)[C:30]=4[CH:31]=3)[C@:18]2([CH2:40][NH2:41])[CH2:17][CH2:16]1)[C:8]1[CH:13]=[CH:12][CH:11]=[CH:10][CH:9]=1. The catalyst class is: 332.